This data is from Forward reaction prediction with 1.9M reactions from USPTO patents (1976-2016). The task is: Predict the product of the given reaction. Given the reactants Cl[C:2]1[N:7]=[C:6]([N:8]2[CH2:13][CH2:12][N:11]([CH3:14])[CH2:10][CH2:9]2)[CH:5]=[CH:4][N:3]=1.[C:15]1(B(O)O)[CH:20]=[CH:19][CH:18]=[CH:17][CH:16]=1.C([O-])([O-])=O.[K+].[K+], predict the reaction product. The product is: [CH3:14][N:11]1[CH2:12][CH2:13][N:8]([C:6]2[CH:5]=[CH:4][N:3]=[C:2]([C:15]3[CH:20]=[CH:19][CH:18]=[CH:17][CH:16]=3)[N:7]=2)[CH2:9][CH2:10]1.